From a dataset of Catalyst prediction with 721,799 reactions and 888 catalyst types from USPTO. Predict which catalyst facilitates the given reaction. (1) Reactant: [F:1][C:2]([F:19])([F:18])[C:3]1[CH:4]=[CH:5][C:6]2[C:10]([N:11]3[CH2:16][CH2:15][NH:14][CH2:13][CH2:12]3)=[CH:9][S:8][C:7]=2[CH:17]=1.[CH3:20][O:21][C:22]([C@@H:24]1[CH2:26][C@H:25]1[CH2:27]OS(C)(=O)=O)=[O:23].C(N(CC)CC)C. Product: [CH3:20][O:21][C:22]([C@@H:24]1[CH2:26][C@H:25]1[CH2:27][N:14]1[CH2:13][CH2:12][N:11]([C:10]2[C:6]3[CH:5]=[CH:4][C:3]([C:2]([F:18])([F:1])[F:19])=[CH:17][C:7]=3[S:8][CH:9]=2)[CH2:16][CH2:15]1)=[O:23]. The catalyst class is: 10. (2) Reactant: [Br:1][C:2]1[C:7]([C:8]([NH2:10])=O)=[CH:6][C:5]([NH:11][C:12]([NH:14][CH2:15][CH2:16][CH3:17])=[O:13])=[N:4][CH:3]=1.COC1C=CC(P2(SP(C3C=CC(OC)=CC=3)(=S)S2)=[S:27])=CC=1. Product: [Br:1][C:2]1[C:7]([C:8](=[S:27])[NH2:10])=[CH:6][C:5]([NH:11][C:12]([NH:14][CH2:15][CH2:16][CH3:17])=[O:13])=[N:4][CH:3]=1. The catalyst class is: 7.